Dataset: Catalyst prediction with 721,799 reactions and 888 catalyst types from USPTO. Task: Predict which catalyst facilitates the given reaction. Reactant: [F:1][C:2]1[CH:7]=[C:6]([CH3:8])[C:5]([S:9][CH2:10][C:11]([F:14])([F:13])[F:12])=[CH:4][C:3]=1[NH:15][N:16]=[CH:17][C:18]([F:21])([F:20])[F:19].[Br:22]N1C(=O)CCC1=O.O. Product: [F:1][C:2]1[CH:7]=[C:6]([CH3:8])[C:5]([S:9][CH2:10][C:11]([F:14])([F:13])[F:12])=[CH:4][C:3]=1[NH:15][N:16]=[C:17]([Br:22])[C:18]([F:21])([F:19])[F:20]. The catalyst class is: 9.